Dataset: Forward reaction prediction with 1.9M reactions from USPTO patents (1976-2016). Task: Predict the product of the given reaction. (1) Given the reactants [C:1]([O:5][C:6]([NH:8][CH:9]1[CH2:14][CH2:13][CH2:12][CH:11]([C:15]([OH:17])=O)[CH2:10]1)=[O:7])([CH3:4])([CH3:3])[CH3:2].[Cl:18][C:19]1[CH:20]=[C:21]([CH2:25][NH2:26])[CH:22]=[CH:23][CH:24]=1.CN(C(ON1N=NC2C=CC=NC1=2)=[N+](C)C)C.F[P-](F)(F)(F)(F)F.CCN(C(C)C)C(C)C, predict the reaction product. The product is: [C:1]([O:5][C:6](=[O:7])[NH:8][CH:9]1[CH2:14][CH2:13][CH2:12][CH:11]([C:15](=[O:17])[NH:26][CH2:25][C:21]2[CH:22]=[CH:23][CH:24]=[C:19]([Cl:18])[CH:20]=2)[CH2:10]1)([CH3:2])([CH3:3])[CH3:4]. (2) Given the reactants [CH3:1][C:2]1[C:6]([CH3:7])=[C:5]([NH:8][C:9](=[O:16])OCC(Cl)(Cl)Cl)[O:4][N:3]=1.[Cl:17][C:18]1[CH:19]=[C:20]([C:24]2[N:25]=[C:26]([N:29]3[CH2:34][CH2:33][NH:32][CH2:31][CH2:30]3)[S:27][CH:28]=2)[CH:21]=[CH:22][CH:23]=1.C(N(C(C)C)CC)(C)C.O, predict the reaction product. The product is: [Cl:17][C:18]1[CH:19]=[C:20]([C:24]2[N:25]=[C:26]([N:29]3[CH2:30][CH2:31][N:32]([C:9]([NH:8][C:5]4[O:4][N:3]=[C:2]([CH3:1])[C:6]=4[CH3:7])=[O:16])[CH2:33][CH2:34]3)[S:27][CH:28]=2)[CH:21]=[CH:22][CH:23]=1. (3) Given the reactants C(OC([N:8]1[C:16]2[C:11](=[CH:12][CH:13]=[C:14]([Cl:17])[CH:15]=2)/[C:10](=[CH:18]/[CH2:19][C:20]([CH3:23])([CH3:22])[CH3:21])/[C:9]1=[O:24])=O)(C)(C)C.[Cl:25][C:26]1[CH:27]=[C:28](/[CH:32]=[N:33]/[CH2:34][Si](C)(C)C)[CH:29]=[CH:30][CH:31]=1.C(O)(=O)C.O, predict the reaction product. The product is: [Cl:17][C:14]1[CH:15]=[C:16]2[NH:8][C:9](=[O:24])[C:10]3([CH:18]([CH2:19][C:20]([CH3:22])([CH3:23])[CH3:21])[CH2:34][NH:33][CH:32]3[C:28]3[CH:29]=[CH:30][CH:31]=[C:26]([Cl:25])[CH:27]=3)[C:11]2=[CH:12][CH:13]=1. (4) Given the reactants [CH3:1][N:2]1[CH2:7][CH2:6][N:5]([CH:8]=[O:9])[CH2:4][CH2:3]1.Br[C:11]1[N:12]=[CH:13][C:14]2[N:15]([C:17]([C:20]3[CH:27]=[CH:26][C:23]([C:24]#[N:25])=[CH:22][CH:21]=3)=[CH:18][N:19]=2)[CH:16]=1.[O-]P([O-])([O-])=O.[K+].[K+].[K+].O1[CH2:41][CH2:40][O:39][CH2:38]C1, predict the reaction product. The product is: [CH3:38][O:39][C:40]1[CH:41]=[C:18]([C:11]2[N:12]=[CH:13][C:14]3[N:15]([C:17]([C:20]4[CH:27]=[CH:26][C:23]([C:24]#[N:25])=[CH:22][CH:21]=4)=[CH:18][N:19]=3)[CH:16]=2)[CH:17]=[CH:20][C:21]=1[C:8]([N:5]1[CH2:6][CH2:7][N:2]([CH3:1])[CH2:3][CH2:4]1)=[O:9].